Predict which catalyst facilitates the given reaction. From a dataset of Catalyst prediction with 721,799 reactions and 888 catalyst types from USPTO. Product: [CH:1]([Si:4]([CH:8]([CH3:10])[CH3:9])([CH:5]([CH3:7])[CH3:6])[O:16][CH2:12][C@H:13]([OH:15])[CH3:14])([CH3:3])[CH3:2]. The catalyst class is: 3. Reactant: [CH:1]([Si:4](Cl)([CH:8]([CH3:10])[CH3:9])[CH:5]([CH3:7])[CH3:6])([CH3:3])[CH3:2].[CH2:12]([OH:16])[C@H:13]([OH:15])[CH3:14].N1C=CN=C1.